The task is: Predict the reaction yield, written as a fraction of the theoretical maximum amount of product (1.0 means a 100% yield; for example, 0.34 means a 34% yield).. This data is from Reaction yield outcomes from USPTO patents with 853,638 reactions. (1) The reactants are C1C=NC2N(O)N=NC=2C=1.[C:11]([O:15][C:16]([NH:18][CH2:19][CH2:20][CH2:21][CH2:22][CH2:23][CH2:24][CH2:25][CH2:26][CH2:27][CH2:28][CH2:29][C:30]([OH:32])=O)=[O:17])([CH3:14])([CH3:13])[CH3:12].C(N(C(C)C)CC)(C)C.CCN=C=NCCCN(C)C.Cl.S(O)(O)(=O)=O.[NH2:59][C:60]1[NH:61][CH:62]=[CH:63][N:64]=1.[NH2:59][C:60]1[NH:61][CH:62]=[CH:63][N:64]=1. The catalyst is CN(C1C=CN=CC=1)C.CN(C=O)C. The product is [C:11]([O:15][C:16](=[O:17])[NH:18][CH2:19][CH2:20][CH2:21][CH2:22][CH2:23][CH2:24][CH2:25][CH2:26][CH2:27][CH2:28][CH2:29][C:30](=[O:32])[NH:59][C:60]1[NH:61][CH:62]=[CH:63][N:64]=1)([CH3:12])([CH3:13])[CH3:14]. The yield is 0.140. (2) The reactants are [F:1][C:2]1([F:14])[CH:7]=[CH:6][CH2:5][O:4][C:3]1([CH3:13])[C:8]([O:10][CH2:11][CH3:12])=[O:9]. The catalyst is CCOC(C)=O.[Pd]. The product is [F:14][C:2]1([F:1])[CH2:7][CH2:6][CH2:5][O:4][C:3]1([CH3:13])[C:8]([O:10][CH2:11][CH3:12])=[O:9]. The yield is 0.960. (3) The reactants are [H-].[Na+].[C:3]1([CH:9]([CH3:14])[CH2:10][C:11](=[O:13])[CH3:12])[CH:8]=[CH:7][CH:6]=[CH:5][CH:4]=1.[CH2:15]([O:17][C:18](=[O:24])[C:19](OCC)=[O:20])[CH3:16].CC[O-].[Na+]. The catalyst is CCO. The product is [CH2:15]([O:17][C:18](=[O:24])[C:19](=[O:20])[CH2:12][C:11](=[O:13])[CH2:10][CH:9]([C:3]1[CH:8]=[CH:7][CH:6]=[CH:5][CH:4]=1)[CH3:14])[CH3:16]. The yield is 0.426. (4) The reactants are C1(C(=[N:14][CH:15]([C@H:21]([CH2:29][CH3:30])[CH2:22][CH:23]([CH3:28])[CH2:24][CH2:25][CH:26]=[CH2:27])[C:16]([O:18][CH2:19][CH3:20])=[O:17])C2C=CC=CC=2)C=CC=CC=1.[ClH:31]. The catalyst is C(OCC)C. The product is [ClH:31].[NH2:14][CH:15]([C@H:21]([CH2:29][CH3:30])[CH2:22][CH:23]([CH3:28])[CH2:24][CH2:25][CH:26]=[CH2:27])[C:16]([O:18][CH2:19][CH3:20])=[O:17]. The yield is 0.624. (5) The reactants are [NH2:1][C:2]1[C:7]([F:8])=[C:6]([C:9]2[CH:14]=[C:13]([F:15])[C:12]([Si](C)(C)C)=[CH:11][C:10]=2[F:20])[N:5]=[C:4]([C:21]([O:23][CH3:24])=[O:22])[C:3]=1[Cl:25].[Br:26]Br.[O-]S([O-])(=S)=O.[Na+].[Na+]. The catalyst is C(Cl)Cl. The product is [NH2:1][C:2]1[C:7]([F:8])=[C:6]([C:9]2[CH:14]=[C:13]([F:15])[C:12]([Br:26])=[CH:11][C:10]=2[F:20])[N:5]=[C:4]([C:21]([O:23][CH3:24])=[O:22])[C:3]=1[Cl:25]. The yield is 0.770. (6) The reactants are [OH:1][C:2]1[CH:7]=[CH:6][C:5](B(O)O)=[CH:4][CH:3]=1.I[C:12]1[C:20]2[C:15](=[N:16][CH:17]=[N:18][C:19]=2[NH2:21])[N:14]([CH:22]([CH3:24])[CH3:23])[N:13]=1.C([O-])([O-])=O.[Na+].[Na+]. The catalyst is CCO.COCCOC.C1C=CC([P]([Pd]([P](C2C=CC=CC=2)(C2C=CC=CC=2)C2C=CC=CC=2)([P](C2C=CC=CC=2)(C2C=CC=CC=2)C2C=CC=CC=2)[P](C2C=CC=CC=2)(C2C=CC=CC=2)C2C=CC=CC=2)(C2C=CC=CC=2)C2C=CC=CC=2)=CC=1. The product is [NH2:21][C:19]1[N:18]=[CH:17][N:16]=[C:15]2[N:14]([CH:22]([CH3:24])[CH3:23])[N:13]=[C:12]([C:5]3[CH:6]=[CH:7][C:2]([OH:1])=[CH:3][CH:4]=3)[C:20]=12. The yield is 0.320. (7) The reactants are [NH2:1][C:2]1[C:3](N)=[N:4][C:5]2[C:10]([C:11]=1CC(C)C)=[CH:9][CH:8]=[CH:7][CH:6]=2. The catalyst is C(O)=O. The product is [CH2:5]([N:4]1[C:11]2[C:10]3[CH:9]=[CH:8][CH:7]=[CH:6][C:5]=3[N:4]=[CH:3][C:2]=2[N:1]=[CH:3]1)[CH:10]([CH3:11])[CH3:9]. The yield is 0.980. (8) The reactants are [CH3:1][O:2][C:3]1[CH:4]=[C:5]2[C:10](=[CH:11][C:12]=1[O:13][CH3:14])[N:9]=[CH:8][N:7]=[C:6]2[O:15][C:16]1[CH:22]=[CH:21][C:19]([NH2:20])=[CH:18][CH:17]=1.Cl[C:24](Cl)([O:26][C:27](=[O:33])OC(Cl)(Cl)Cl)Cl.[CH:35]1(CO)[CH2:41][CH2:40][CH2:39][CH2:38][CH2:37][CH2:36]1.C(=O)(O)[O-].[Na+]. The catalyst is C(Cl)Cl.C(N(CC)CC)C.C1(C)C=CC=CC=1. The product is [CH3:1][O:2][C:3]1[CH:4]=[C:5]2[C:10](=[CH:11][C:12]=1[O:13][CH3:14])[N:9]=[CH:8][N:7]=[C:6]2[O:15][C:16]1[CH:22]=[CH:21][C:19]([NH:20][C:27](=[O:33])[O:26][CH2:24][CH:35]2[CH2:41][CH2:40][CH2:39][CH2:38][CH2:37][CH2:36]2)=[CH:18][CH:17]=1. The yield is 0.460. (9) The reactants are I.[NH2:2][C:3]1[C:4]([C:11]([NH:13][C:14](=[NH:17])SC)=[O:12])=[N:5][C:6]([Cl:10])=[C:7]([NH2:9])[N:8]=1.[CH3:18][O:19][C:20]1[CH:25]=[C:24]([O:26][CH3:27])[CH:23]=[CH:22][C:21]=1[CH2:28][CH2:29][CH2:30][CH2:31][NH2:32]. The catalyst is C1COCC1. The product is [ClH:10].[CH3:18][O:19][C:20]1[CH:25]=[C:24]([O:26][CH3:27])[CH:23]=[CH:22][C:21]=1[CH2:28][CH2:29][CH2:30][CH2:31][NH:32][C:14]([NH:13][C:11]([C:4]1[C:3]([NH2:2])=[N:8][C:7]([NH2:9])=[C:6]([Cl:10])[N:5]=1)=[O:12])=[NH:17]. The yield is 0.900.